This data is from Forward reaction prediction with 1.9M reactions from USPTO patents (1976-2016). The task is: Predict the product of the given reaction. (1) Given the reactants [F:1][C:2]([F:19])([F:18])[C:3]([C:5]1[CH:10]=[CH:9][CH:8]=[C:7]([CH:11]2[CH2:16][CH2:15][NH:14][CH2:13][CH2:12]2)[C:6]=1[F:17])=[O:4].C(=O)([O-])[O-].[K+].[K+].Br[CH2:27][CH2:28][O:29][CH3:30].CS(OC1C=CC=C(C2CCNCC2)C=1F)(=O)=O, predict the reaction product. The product is: [F:19][C:2]([F:1])([F:18])[C:3]([C:5]1[CH:10]=[CH:9][CH:8]=[C:7]([CH:11]2[CH2:16][CH2:15][N:14]([CH2:27][CH2:28][O:29][CH3:30])[CH2:13][CH2:12]2)[C:6]=1[F:17])=[O:4]. (2) Given the reactants [Cl:1][C:2]1[C:3]([NH:18][C:19]2C=[CH:25][C:24]([F:27])=[CH:23][C:20]=2C#N)=[CH:4][C:5]([NH:8][C:9]2[N:13]([CH:14]([CH3:16])[CH3:15])[N:12]=[C:11]([CH3:17])[CH:10]=2)=[N:6][CH:7]=1.[OH-].[Na+].[C:30]([O:33]CC)(=[O:32])[CH3:31], predict the reaction product. The product is: [Cl:1][C:2]1[C:3]([NH:18][C:19]2[CH:20]=[CH:23][C:24]([F:27])=[CH:25][C:31]=2[C:30]([OH:33])=[O:32])=[CH:4][C:5]([NH:8][C:9]2[N:13]([CH:14]([CH3:15])[CH3:16])[N:12]=[C:11]([CH3:17])[CH:10]=2)=[N:6][CH:7]=1. (3) Given the reactants [CH2:1]([O:8][CH2:9][CH2:10][O:11][C:12]1[CH:35]=[CH:34][C:15]([C:16]([N:18]2[C:24]3[CH:25]=[CH:26][CH:27]=[CH:28][C:23]=3[CH2:22][N:21]([CH2:29][C:30](O)=[O:31])[C:20](=[O:33])[CH2:19]2)=[O:17])=[C:14]([Cl:36])[CH:13]=1)[C:2]1[CH:7]=[CH:6][CH:5]=[CH:4][CH:3]=1.C(N(CC)CC)C.C1(C)C=CC=CC=1.[N-:51]=[N+:52]=[N-:53], predict the reaction product. The product is: [CH2:1]([O:8][CH2:9][CH2:10][O:11][C:12]1[CH:35]=[CH:34][C:15]([C:16]([N:18]2[C:24]3[CH:25]=[CH:26][CH:27]=[CH:28][C:23]=3[CH2:22][N:21]([CH2:29][C:30]([N:51]=[N+:52]=[N-:53])=[O:31])[C:20](=[O:33])[CH2:19]2)=[O:17])=[C:14]([Cl:36])[CH:13]=1)[C:2]1[CH:7]=[CH:6][CH:5]=[CH:4][CH:3]=1. (4) Given the reactants [NH2:1][C:2]1[CH:3]=[N:4][N:5]([CH3:23])[C:6]=1[N:7]1[CH2:13][C:12]([OH:15])([CH3:14])[CH2:11][N:10]([C:16]([O:18][C:19]([CH3:22])([CH3:21])[CH3:20])=[O:17])[CH2:9][CH2:8]1.CCN(C(C)C)C(C)C.C1CN([P+](ON2N=NC3C=CC=CC2=3)(N2CCCC2)N2CCCC2)CC1.F[P-](F)(F)(F)(F)F.[C:66]([O:70][C:71]([NH:73][C:74]1[S:78][C:77]([C:79]2[C:84]([F:85])=[CH:83][CH:82]=[CH:81][C:80]=2[F:86])=[N:76][C:75]=1[C:87](O)=[O:88])=[O:72])([CH3:69])([CH3:68])[CH3:67], predict the reaction product. The product is: [C:66]([O:70][C:71]([NH:73][C:74]1[S:78][C:77]([C:79]2[C:84]([F:85])=[CH:83][CH:82]=[CH:81][C:80]=2[F:86])=[N:76][C:75]=1[C:87]([NH:1][C:2]1[CH:3]=[N:4][N:5]([CH3:23])[C:6]=1[N:7]1[CH2:13][C:12]([OH:15])([CH3:14])[CH2:11][N:10]([C:16]([O:18][C:19]([CH3:22])([CH3:21])[CH3:20])=[O:17])[CH2:9][CH2:8]1)=[O:88])=[O:72])([CH3:69])([CH3:67])[CH3:68]. (5) Given the reactants [CH3:1][C:2]1[C:3]([N:7]=[C:8]=[S:9])=[CH:4][S:5][CH:6]=1.[F:10][C:11]1[C:12]([NH2:19])=[C:13]([NH2:18])[CH:14]=[C:15]([F:17])[CH:16]=1, predict the reaction product. The product is: [NH2:19][C:12]1[C:11]([F:10])=[CH:16][C:15]([F:17])=[CH:14][C:13]=1[NH:18][C:8]([NH:7][C:3]1[C:2]([CH3:1])=[CH:6][S:5][CH:4]=1)=[S:9]. (6) Given the reactants Cl.[NH:2]1[CH2:5][CH:4]([N:6]2[CH2:15][CH2:14][N:13]3[CH:8]([CH2:9][O:10][CH2:11][C:12]3=[O:16])[CH2:7]2)[CH2:3]1.Cl.Cl.[Br:19][C:20]1[CH:21]=[C:22]([CH:53]=[C:54]([C:56]([F:59])([F:58])[F:57])[CH:55]=1)[C:23]([N:25]([CH2:27][C@H:28]([C:46]1[CH:51]=[CH:50][C:49]([F:52])=[CH:48][CH:47]=1)[CH2:29][CH2:30]N1CC(N2CCN3C(=O)CCCC3C2)C1)[CH3:26])=[O:24], predict the reaction product. The product is: [Br:19][C:20]1[CH:21]=[C:22]([CH:53]=[C:54]([C:56]([F:59])([F:57])[F:58])[CH:55]=1)[C:23]([N:25]([CH2:27][C@H:28]([C:46]1[CH:47]=[CH:48][C:49]([F:52])=[CH:50][CH:51]=1)[CH2:29][CH2:30][N:2]1[CH2:5][CH:4]([N:6]2[CH2:15][CH2:14][N:13]3[CH:8]([CH2:9][O:10][CH2:11][C:12]3=[O:16])[CH2:7]2)[CH2:3]1)[CH3:26])=[O:24].